This data is from Full USPTO retrosynthesis dataset with 1.9M reactions from patents (1976-2016). The task is: Predict the reactants needed to synthesize the given product. (1) Given the product [C:26]([CH:15]([NH:14][C:12](=[O:13])[CH:11]([NH:36][C:37](=[O:55])[CH:38]([P:47]([OH:52])([OH:49])=[O:48])[CH2:39][CH2:40][C:41]1[CH:46]=[CH:45][CH:44]=[CH:43][CH:42]=1)[CH2:10][C:9]([OH:56])=[O:8])[CH2:16][C:17]1[C:25]2[C:20](=[CH:21][CH:22]=[CH:23][CH:24]=2)[NH:19][CH:18]=1)([OH:28])=[O:27], predict the reactants needed to synthesize it. The reactants are: C([O:8][C:9](=[O:56])[CH2:10][CH:11]([NH:36][C:37](=[O:55])[CH:38]([P:47]([O:52]CC)([O:49]CC)=[O:48])[CH2:39][CH2:40][C:41]1[CH:46]=[CH:45][CH:44]=[CH:43][CH:42]=1)[C:12]([NH:14][CH:15]([C:26]([O:28]CC1C=CC=CC=1)=[O:27])[CH2:16][C:17]1[C:25]2[C:20](=[CH:21][CH:22]=[CH:23][CH:24]=2)[NH:19][CH:18]=1)=[O:13])C1C=CC=CC=1.C[Si](Br)(C)C. (2) Given the product [F:1][C:2]1([F:17])[CH2:4][CH:3]1[CH2:5][O:6][C:7]1[CH:16]=[CH:15][C:10]([C:11]([OH:13])=[O:12])=[CH:9][CH:8]=1, predict the reactants needed to synthesize it. The reactants are: [F:1][C:2]1([F:17])[CH2:4][CH:3]1[CH2:5][O:6][C:7]1[CH:16]=[CH:15][C:10]([C:11]([O:13]C)=[O:12])=[CH:9][CH:8]=1.[OH-].[Li+]. (3) Given the product [F:1][C:2]1[C:10]([S:11]([CH3:14])(=[O:13])=[O:12])=[CH:9][C:8]([N+:15]([O-:17])=[O:16])=[C:4]([CH:3]=1)[C:5]([OH:7])=[O:6], predict the reactants needed to synthesize it. The reactants are: [F:1][C:2]1[CH:3]=[C:4]([CH:8]=[CH:9][C:10]=1[S:11]([CH3:14])(=[O:13])=[O:12])[C:5]([OH:7])=[O:6].[N+:15]([O-])([OH:17])=[O:16]. (4) Given the product [C:40]([O:39][C:37](=[O:38])[CH2:36][C@H:7]([CH2:6][C:4]1[C:3]2[CH:23]=[CH:24][CH:25]=[CH:26][C:2]=2[S:1][CH:5]=1)[C:8]([N:10]1[CH:14]([CH2:15][C:16]2[CH:17]=[CH:18][CH:19]=[CH:20][CH:21]=2)[CH2:13][O:12][C:11]1=[O:22])=[O:9])([CH3:43])([CH3:42])[CH3:41], predict the reactants needed to synthesize it. The reactants are: [S:1]1[CH:5]=[C:4]([CH2:6][CH2:7][C:8]([N:10]2[CH:14]([CH2:15][C:16]3[CH:21]=[CH:20][CH:19]=[CH:18][CH:17]=3)[CH2:13][O:12][C:11]2=[O:22])=[O:9])[C:3]2[CH:23]=[CH:24][CH:25]=[CH:26][C:2]1=2.C([N-]C(C)C)(C)C.[Li+].Br[CH2:36][C:37]([O:39][C:40]([CH3:43])([CH3:42])[CH3:41])=[O:38]. (5) Given the product [CH2:1]([N:8]1[C:12]2[CH:13]=[C:14]3[C:18](=[CH:19][C:11]=2[NH:10][C:9]1=[O:39])[NH:17][N:16]=[CH:15]3)[C:2]1[CH:3]=[CH:4][CH:5]=[CH:6][CH:7]=1, predict the reactants needed to synthesize it. The reactants are: [CH2:1]([N:8]1[C:12]2[CH:13]=[C:14]3[C:18](=[CH:19][C:11]=2[NH:10][C:9]1=[O:39])[N:17](C(C1C=CC=CC=1)(C1C=CC=CC=1)C1C=CC=CC=1)[N:16]=[CH:15]3)[C:2]1[CH:7]=[CH:6][CH:5]=[CH:4][CH:3]=1.